From a dataset of Reaction yield outcomes from USPTO patents with 853,638 reactions. Predict the reaction yield, written as a fraction of the theoretical maximum amount of product (1.0 means a 100% yield; for example, 0.34 means a 34% yield). (1) The reactants are [NH2:1][C:2]1[CH:3]=[C:4]([OH:17])[CH:5]=[CH:6][C:7]=1/[CH:8]=[CH:9]/[C:10]1[CH:15]=[CH:14][C:13]([OH:16])=[CH:12][CH:11]=1.[C:18](OC(=O)C)(=[O:20])[CH3:19].CCN(CC)CC.C([O-])([O-])=O.[K+].[K+]. The catalyst is C1COCC1.CO.O. The product is [OH:17][C:4]1[CH:5]=[CH:6][C:7](/[CH:8]=[CH:9]/[C:10]2[CH:15]=[CH:14][C:13]([OH:16])=[CH:12][CH:11]=2)=[C:2]([NH:1][C:18](=[O:20])[CH3:19])[CH:3]=1. The yield is 0.464. (2) The reactants are [F:1][C:2]1[C:3]([N+:16]([O-])=O)=[CH:4][C:5]([N+:13]([O-])=O)=[C:6]([CH:8]=[CH:9]N(C)C)[CH:7]=1. The catalyst is CCO.[Ni]. The product is [F:1][C:2]1[CH:7]=[C:6]2[C:5](=[CH:4][C:3]=1[NH2:16])[NH:13][CH:9]=[CH:8]2. The yield is 0.160.